This data is from Forward reaction prediction with 1.9M reactions from USPTO patents (1976-2016). The task is: Predict the product of the given reaction. Given the reactants CS(C)=O.[OH-].[K+].[NH:7]1[CH:11]=[N:10][N:9]=[N:8]1.[Br:12][C:13]1[CH:20]=[CH:19][C:16]([CH2:17]Br)=[CH:15][CH:14]=1, predict the reaction product. The product is: [Br:12][C:13]1[CH:20]=[CH:19][C:16]([CH2:17][N:7]2[CH:11]=[N:10][N:9]=[N:8]2)=[CH:15][CH:14]=1.